From a dataset of Full USPTO retrosynthesis dataset with 1.9M reactions from patents (1976-2016). Predict the reactants needed to synthesize the given product. (1) Given the product [CH:1]([C:4]1([CH2:22][CH2:24][CH2:25][NH:26][CH3:27])[CH2:13][C:12]2[C:7](=[CH:8][CH:9]=[CH:10][CH:11]=2)[N:6]([C:14]2[CH:15]=[CH:16][C:17]([CH3:20])=[CH:18][CH:19]=2)[C:5]1=[O:21])([CH3:3])[CH3:2], predict the reactants needed to synthesize it. The reactants are: [CH:1]([CH:4]1[CH2:13][C:12]2[C:7](=[CH:8][CH:9]=[CH:10][CH:11]=2)[N:6]([C:14]2[CH:19]=[CH:18][C:17]([CH3:20])=[CH:16][CH:15]=2)[C:5]1=[O:21])([CH3:3])[CH3:2].[CH2:22]([CH:24]1CC2[C:27](=CC=CC=2)[N:26](C2C=CC(C)=CC=2)[C:25]1=O)C.C(C1(CCCNC)CC2C(=CC=CC=2)N(C2C=CC(C)=CC=2)C1=O)C. (2) Given the product [CH3:30][S:31]([NH:34][C:2]1[N:7]=[CH:6][C:5]([CH2:8][NH:9][C:10]([C:12]2[C:13]3[CH:14]=[CH:15][N:16]([C:23]4[CH:28]=[CH:27][C:26]([F:29])=[CH:25][CH:24]=4)[C:17]=3[CH:18]=[C:19]([C:21]#[N:22])[CH:20]=2)=[O:11])=[CH:4][CH:3]=1)(=[O:33])=[O:32], predict the reactants needed to synthesize it. The reactants are: Br[C:2]1[N:7]=[CH:6][C:5]([CH2:8][NH:9][C:10]([C:12]2[C:13]3[CH:14]=[CH:15][N:16]([C:23]4[CH:28]=[CH:27][C:26]([F:29])=[CH:25][CH:24]=4)[C:17]=3[CH:18]=[C:19]([C:21]#[N:22])[CH:20]=2)=[O:11])=[CH:4][CH:3]=1.[CH3:30][S:31]([NH2:34])(=[O:33])=[O:32].CN[C@@H]1CCCC[C@H]1NC.C(=O)([O-])[O-].[K+].[K+]. (3) Given the product [C:29]([O:28][C:26](=[O:27])[NH:33][CH2:34][C:35]1[CH:36]=[CH:37][C:38]([C:10]2[CH:11]=[CH:12][CH:13]=[C:14]3[C:9]=2[O:8][C:7]([N:1]2[CH2:6][CH2:5][O:4][CH2:3][CH2:2]2)=[CH:16][C:15]3=[O:17])=[CH:39][CH:40]=1)([CH3:32])([CH3:30])[CH3:31], predict the reactants needed to synthesize it. The reactants are: [N:1]1([C:7]2[O:8][C:9]3[C:14]([C:15](=[O:17])[CH:16]=2)=[CH:13][CH:12]=[CH:11][C:10]=3OS(C(F)(F)F)(=O)=O)[CH2:6][CH2:5][O:4][CH2:3][CH2:2]1.[C:26]([NH:33][CH2:34][C:35]1[CH:40]=[CH:39][C:38](B(O)O)=[CH:37][CH:36]=1)([O:28][C:29]([CH3:32])([CH3:31])[CH3:30])=[O:27].C(=O)([O-])[O-].[K+].[K+]. (4) Given the product [C:39](/[C:41](=[CH:48]\[C:49](\[CH3:64])=[CH:50]\[CH:51]([CH3:63])[CH2:52][CH:53]([CH3:62])[CH2:54][CH:55]([CH3:61])[CH2:56][CH:57]([CH3:60])[CH2:58][CH3:59])/[CH2:42][CH:43]([CH3:47])[C:44]([O:46][CH:2]([C:1]([OH:11])=[O:10])[C:3]([OH:5])=[O:4])=[O:45])([OH:38])=[O:40], predict the reactants needed to synthesize it. The reactants are: [C:1]([O:11]C(C)(C)C)(=[O:10])[CH2:2][C:3]([O:5]C(C)(C)C)=[O:4].C1CCN2C(=NCCC2)CC1.C(Br)(Br)(Br)Br.[Cl-].[NH4+].C([O:38][C:39](/[C:41](=[CH:48]\[C:49](\[CH3:64])=[CH:50]\[CH:51]([CH3:63])[CH2:52][CH:53]([CH3:62])[CH2:54][CH:55]([CH3:61])[CH2:56][CH:57]([CH3:60])[CH2:58][CH3:59])/[CH2:42][CH:43]([CH3:47])[C:44]([OH:46])=[O:45])=[O:40])(C)(C)C.C(=O)([O-])[O-].[K+].[K+]. (5) Given the product [C:24]([O:23][C:21]([NH:20][CH2:19][CH2:18][CH2:17][O:16][CH2:15][O:14][CH2:13][CH2:12][N:11]1[C:3]2[CH:4]=[CH:5][C:9]([C:30]([OH:32])=[O:31])=[CH:10][C:2]=2[N:1]=[C:37]1[CH3:38])=[O:22])([CH3:25])([CH3:26])[CH3:27], predict the reactants needed to synthesize it. The reactants are: [NH2:1][C:2]1[CH:10]=[CH:9][C:5](C(O)=O)=[CH:4][C:3]=1[NH:11][CH2:12][CH2:13][O:14][CH2:15][O:16][CH2:17][CH2:18][CH2:19][NH:20][C:21]([O:23][C:24]([CH3:27])([CH3:26])[CH3:25])=[O:22].CC(C)(C)[C:30]([O-])([O-:32])[O-:31].O1CCO[CH2:38][CH2:37]1. (6) Given the product [Cl:15][C:16]1[C:17]([N:29]2[CH2:34][CH2:33][N:32]([C:45]([NH:44][S:41]([C:39]3[S:40][C:36]([Cl:35])=[CH:37][CH:38]=3)(=[O:43])=[O:42])=[O:46])[CH2:31][CH2:30]2)=[N:18][CH:19]=[C:20]([C:22]2[O:23][C:24]([CH2:27][CH3:28])=[CH:25][N:26]=2)[CH:21]=1, predict the reactants needed to synthesize it. The reactants are: FC(F)(F)C(O)=O.FC(F)(F)C(O)=O.[Cl:15][C:16]1[C:17]([N:29]2[CH2:34][CH2:33][NH:32][CH2:31][CH2:30]2)=[N:18][CH:19]=[C:20]([C:22]2[O:23][C:24]([CH2:27][CH3:28])=[CH:25][N:26]=2)[CH:21]=1.[Cl:35][C:36]1[S:40][C:39]([S:41]([NH:44][C:45](=O)[O:46]CC(Cl)(Cl)Cl)(=[O:43])=[O:42])=[CH:38][CH:37]=1.CCN(C(C)C)C(C)C.CCOC(C)=O. (7) Given the product [CH3:12][N:11]1[CH:10]=[CH:9][N:8]=[C:7]1[C:1]1[CH:2]=[CH:3][CH:4]=[CH:5][CH:6]=1, predict the reactants needed to synthesize it. The reactants are: [C:1]1([C:7]2[NH:8][CH:9]=[CH:10][N:11]=2)[CH:6]=[CH:5][CH:4]=[CH:3][CH:2]=1.[CH:12]([N-]C(C)C)(C)C.[Li+].S(OC)(OC)(=O)=O.[Cl-].[NH4+]. (8) The reactants are: C([O:8][C:9]1[CH:10]=[CH:11][C:12]([N:15]2[CH2:20][CH2:19][N:18]([CH2:21][C:22]3[NH:26][C:25]4[CH:27]=[CH:28][CH:29]=[CH:30][C:24]=4[N:23]=3)[CH2:17][CH2:16]2)=[N:13][CH:14]=1)C1C=CC=CC=1.[H][H]. Given the product [NH:23]1[C:24]2[CH:30]=[CH:29][CH:28]=[CH:27][C:25]=2[N:26]=[C:22]1[CH2:21][N:18]1[CH2:19][CH2:20][N:15]([C:12]2[N:13]=[CH:14][C:9]([OH:8])=[CH:10][CH:11]=2)[CH2:16][CH2:17]1, predict the reactants needed to synthesize it. (9) Given the product [CH3:24][O:23][C:21]([C:20]1[N:18]=[CH:19][O:6][C:4]=1[C:3]1[C:7]([F:11])=[CH:8][CH:9]=[CH:10][C:2]=1[Cl:1])=[O:22], predict the reactants needed to synthesize it. The reactants are: [Cl:1][C:2]1[CH:10]=[CH:9][CH:8]=[C:7]([F:11])[C:3]=1[C:4]([OH:6])=O.C(Cl)(=O)C(Cl)=O.[N+:18]([CH2:20][C:21]([O:23][CH3:24])=[O:22])#[C-:19].CCN(CC)CC. (10) Given the product [C:7]1([C:15]2[CH:20]=[CH:19][C:18]([C:21]([OH:23])=[O:22])=[C:17]([C:24]([OH:26])=[O:25])[CH:16]=2)[CH:8]=[CH:9][C:10]([C:11]([OH:13])=[O:12])=[C:5]([C:1]([OH:3])=[O:2])[CH:6]=1, predict the reactants needed to synthesize it. The reactants are: [C:1]([C:5]1[CH:6]=[C:7]([C:15]2[CH:20]=[CH:19][C:18]([C:21]([OH:23])=[O:22])=[C:17]([C:24]([OH:26])=[O:25])[CH:16]=2)[CH:8]=[CH:9][C:10]=1[C:11]([O:13]C)=[O:12])([O:3]C)=[O:2].Cl.